This data is from Forward reaction prediction with 1.9M reactions from USPTO patents (1976-2016). The task is: Predict the product of the given reaction. (1) Given the reactants [F:1][C:2]1[CH:7]=[CH:6][C:5]([CH:8]2[C:17]3[N:16]=[CH:15][CH:14]=[CH:13][C:12]=3[CH:11]=[CH:10][N:9]2[C:18]([O:20][CH2:21][CH3:22])=[O:19])=[CH:4][CH:3]=1, predict the reaction product. The product is: [F:1][C:2]1[CH:7]=[CH:6][C:5]([CH:8]2[C:17]3[N:16]=[CH:15][CH:14]=[CH:13][C:12]=3[CH2:11][CH2:10][N:9]2[C:18]([O:20][CH2:21][CH3:22])=[O:19])=[CH:4][CH:3]=1. (2) Given the reactants [C:1]([O:5][C:6]([NH:8][C@@H:9]([CH2:13][C:14]1[CH:19]=[CH:18][C:17]([O:20][CH2:21][C:22]2[CH:27]=[CH:26][CH:25]=[CH:24][CH:23]=2)=[C:16]([O:28][CH2:29][C:30]2[CH:35]=[CH:34][CH:33]=[CH:32][CH:31]=2)[CH:15]=1)[C:10]([OH:12])=[O:11])=[O:7])([CH3:4])([CH3:3])[CH3:2].O[CH2:37][CH2:38][NH:39][C:40]([C:42]1[CH:47]=[CH:46][CH:45]=[CH:44][C:43]=1[O:48][CH2:49][C:50]1[CH:55]=[CH:54][CH:53]=[CH:52][CH:51]=1)=[O:41].Cl.CN(C)CCCN=C=NCC, predict the reaction product. The product is: [C:1]([O:5][C:6]([NH:8][C@@H:9]([CH2:13][C:14]1[CH:19]=[CH:18][C:17]([O:20][CH2:21][C:22]2[CH:27]=[CH:26][CH:25]=[CH:24][CH:23]=2)=[C:16]([O:28][CH2:29][C:30]2[CH:35]=[CH:34][CH:33]=[CH:32][CH:31]=2)[CH:15]=1)[C:10]([O:12][CH2:37][CH2:38][NH:39][C:40]([C:42]1[CH:47]=[CH:46][CH:45]=[CH:44][C:43]=1[O:48][CH2:49][C:50]1[CH:55]=[CH:54][CH:53]=[CH:52][CH:51]=1)=[O:41])=[O:11])=[O:7])([CH3:4])([CH3:2])[CH3:3]. (3) Given the reactants [CH3:13][C:12]([O:11][C:9](O[C:9]([O:11][C:12]([CH3:15])([CH3:14])[CH3:13])=[O:10])=[O:10])([CH3:15])[CH3:14].[Br:16][C:17]1[CH:22]=[C:21]([C:23]([F:26])([F:25])[F:24])[C:20]([Cl:27])=[CH:19][C:18]=1[NH2:28], predict the reaction product. The product is: [C:12]([O:11][C:9]([N:28]([C:9]([O:11][C:12]([CH3:13])([CH3:14])[CH3:15])=[O:10])[C:18]1[C:17]([Br:16])=[CH:22][C:21]([C:23]([F:25])([F:26])[F:24])=[C:20]([Cl:27])[CH:19]=1)=[O:10])([CH3:15])([CH3:14])[CH3:13]. (4) Given the reactants [OH:1][C:2]([CH3:9])([CH3:8])[CH2:3][CH2:4][C:5](=O)[CH3:6].[CH:10]([NH2:23])([C:17]1[CH:22]=[CH:21][CH:20]=[CH:19][CH:18]=1)[C:11]1[CH:16]=[CH:15][CH:14]=[CH:13][CH:12]=1.C(O[BH-](OC(=O)C)OC(=O)C)(=O)C.[Na+], predict the reaction product. The product is: [CH:10]([NH:23][CH:5]([CH3:6])[CH2:4][CH2:3][C:2]([CH3:9])([OH:1])[CH3:8])([C:17]1[CH:18]=[CH:19][CH:20]=[CH:21][CH:22]=1)[C:11]1[CH:16]=[CH:15][CH:14]=[CH:13][CH:12]=1. (5) Given the reactants [S:1]1[CH:5]=[CH:4][C:3]2[CH:6]=[CH:7][CH:8]=[CH:9][C:2]1=2.C([Li])(C)(C)C.CCCCC.[CH2:20]([C:27]1([N:34]([CH3:36])[CH3:35])[CH2:32][CH2:31][C:30](=[O:33])[CH2:29][CH2:28]1)[C:21]1[CH:26]=[CH:25][CH:24]=[CH:23][CH:22]=1, predict the reaction product. The product is: [S:1]1[C:5]([C:30]2([OH:33])[CH2:31][CH2:32][C:27]([CH2:20][C:21]3[CH:22]=[CH:23][CH:24]=[CH:25][CH:26]=3)([N:34]([CH3:36])[CH3:35])[CH2:28][CH2:29]2)=[CH:4][C:3]2[CH:6]=[CH:7][CH:8]=[CH:9][C:2]1=2.